Dataset: NCI-60 drug combinations with 297,098 pairs across 59 cell lines. Task: Regression. Given two drug SMILES strings and cell line genomic features, predict the synergy score measuring deviation from expected non-interaction effect. Drug 1: CC1OCC2C(O1)C(C(C(O2)OC3C4COC(=O)C4C(C5=CC6=C(C=C35)OCO6)C7=CC(=C(C(=C7)OC)O)OC)O)O. Drug 2: C1=NC(=NC(=O)N1C2C(C(C(O2)CO)O)O)N. Cell line: HL-60(TB). Synergy scores: CSS=45.5, Synergy_ZIP=-1.76, Synergy_Bliss=-4.44, Synergy_Loewe=-12.5, Synergy_HSA=-4.56.